This data is from Full USPTO retrosynthesis dataset with 1.9M reactions from patents (1976-2016). The task is: Predict the reactants needed to synthesize the given product. (1) Given the product [CH2:1]([O:3][C:4]([C:6]1[CH2:11][C@H:10]([NH:12][C:13]([O:15][C:16]([CH3:19])([CH3:18])[CH3:17])=[O:14])[C@@H:9]([NH:20][C:37](=[O:39])[CH3:38])[C@H:8]([O:23][CH:24]([CH2:27][CH3:28])[CH2:25][CH3:26])[CH:7]=1)=[O:5])[CH3:2], predict the reactants needed to synthesize it. The reactants are: [CH2:1]([O:3][C:4]([C:6]1[CH2:11][C@H:10]([NH:12][C:13]([O:15][C:16]([CH3:19])([CH3:18])[CH3:17])=[O:14])[C@@H:9]([N:20]=[N+]=[N-])[C@H:8]([O:23][CH:24]([CH2:27][CH3:28])[CH2:25][CH3:26])[CH:7]=1)=[O:5])[CH3:2].O.C(N(CC)CC)C.[C:37](OC(=O)C)(=[O:39])[CH3:38].C(P(CCCC)CCCC)CCC. (2) Given the product [CH:1]1([C:4]2[NH:8][N:7]=[C:6]([N:9]3[CH:29]=[N:16][C:15]4[C:10]3=[N:11][C:12]([NH:19][C@H:20]([C:22]3[CH:27]=[CH:26][C:25]([F:28])=[CH:24][N:23]=3)[CH3:21])=[N:13][CH:14]=4)[CH:5]=2)[CH2:3][CH2:2]1, predict the reactants needed to synthesize it. The reactants are: [CH:1]1([C:4]2[NH:8][N:7]=[C:6]([NH:9][C:10]3[C:15]([N+:16]([O-])=O)=[CH:14][N:13]=[C:12]([NH:19][C@H:20]([C:22]4[CH:27]=[CH:26][C:25]([F:28])=[CH:24][N:23]=4)[CH3:21])[N:11]=3)[CH:5]=2)[CH2:3][CH2:2]1.[CH2:29](O)C.C(O)(=O)C.C(N)=N.C(OCC)(=O)C.